Predict the reaction yield, written as a fraction of the theoretical maximum amount of product (1.0 means a 100% yield; for example, 0.34 means a 34% yield). From a dataset of Reaction yield outcomes from USPTO patents with 853,638 reactions. (1) The reactants are C(NC(C)C)(C)C.C([Li])CCC.[Br:13][C:14]1[CH:19]=[CH:18][C:17]([F:20])=[C:16]([CH3:21])[CH:15]=1.CN([CH:25]=[O:26])C. The catalyst is C1COCC1. The product is [Br:13][C:14]1[CH:15]=[C:16]([CH3:21])[C:17]([F:20])=[C:18]([CH:19]=1)[CH:25]=[O:26]. The yield is 0.640. (2) The reactants are [C:1]1([NH:7][CH2:8][C:9]2[CH:18]=[CH:17][C:12]([C:13]([O:15]C)=[O:14])=[CH:11][CH:10]=2)[CH:6]=[CH:5][CH:4]=[CH:3][CH:2]=1.O.[OH-].[Li+].O1CCCC1.Cl. The catalyst is O.CO. The product is [C:1]1([NH:7][CH2:8][C:9]2[CH:18]=[CH:17][C:12]([C:13]([OH:15])=[O:14])=[CH:11][CH:10]=2)[CH:2]=[CH:3][CH:4]=[CH:5][CH:6]=1. The yield is 0.800. (3) The reactants are Cl[CH2:2][C:3]1[S:7][C:6]([C:8]2[NH:9][C:10]3[C:15]([CH:16]=2)=[C:14]([CH3:17])[CH:13]=[CH:12][C:11]=3[N:18]([CH3:27])[S:19]([C:22]2[S:23][CH:24]=[CH:25][CH:26]=2)(=[O:21])=[O:20])=[N:5][CH:4]=1.[NH:28]1[CH2:32][CH2:31][CH:30]([OH:33])[CH2:29]1.C(=O)([O-])[O-].[K+].[K+].O. The catalyst is CN(C)C=O. The product is [OH:33][CH:30]1[CH2:31][CH2:32][N:28]([CH2:2][C:3]2[S:7][C:6]([C:8]3[NH:9][C:10]4[C:15]([CH:16]=3)=[C:14]([CH3:17])[CH:13]=[CH:12][C:11]=4[N:18]([CH3:27])[S:19]([C:22]3[S:23][CH:24]=[CH:25][CH:26]=3)(=[O:21])=[O:20])=[N:5][CH:4]=2)[CH2:29]1. The yield is 0.590. (4) The reactants are C([CH:3]1[CH2:8][N:7]([C:9]2[CH:14]=[CH:13][C:12](I)=[CH:11][CH:10]=2)[C:6](=[O:16])[C:5]2[N:17]([C:23]3[CH:28]=[CH:27][C:26]([O:29][CH3:30])=[CH:25][CH:24]=3)[N:18]=[C:19]([C:20]([NH2:22])=[O:21])[C:4]1=2)C.C(OC([N:41]1[CH2:46][CH2:45][NH:44][C:43](=[O:47])[CH2:42]1)=O)C1C=CC=CC=1.C([O-])([O-])=O.[K+].[K+].CS(C)=O. The catalyst is CCOC(C)=O.O.[Cu]I. The product is [CH3:30][O:29][C:26]1[CH:25]=[CH:24][C:23]([N:17]2[C:5]3[C:6](=[O:16])[N:7]([C:9]4[CH:10]=[CH:11][C:12]([N:44]5[CH2:45][CH2:46][NH:41][CH2:42][C:43]5=[O:47])=[CH:13][CH:14]=4)[CH2:8][CH2:3][C:4]=3[C:19]([C:20]([NH2:22])=[O:21])=[N:18]2)=[CH:28][CH:27]=1. The yield is 0.330. (5) The reactants are C(N(CC)CC)C.[CH3:8][S:9](Cl)(=[O:11])=[O:10].[Cl:13][C:14]1[CH:27]=[CH:26][C:17]([CH2:18][N:19]2[CH2:23][CH2:22][C@H:21]([OH:24])[C:20]2=[O:25])=[CH:16][CH:15]=1. The catalyst is ClCCl.O. The product is [CH3:8][S:9]([O:24][C@H:21]1[CH2:22][CH2:23][N:19]([CH2:18][C:17]2[CH:16]=[CH:15][C:14]([Cl:13])=[CH:27][CH:26]=2)[C:20]1=[O:25])(=[O:11])=[O:10]. The yield is 0.920.